Predict the reactants needed to synthesize the given product. From a dataset of Full USPTO retrosynthesis dataset with 1.9M reactions from patents (1976-2016). (1) Given the product [C:23]([O:27][C:28](=[O:31])[CH2:29][N:5]([C:3](=[O:4])[C:2]([F:1])([F:17])[F:18])[C@@H:6]1[CH2:10][CH2:9][N:8]([C:11](=[O:16])[C:12]([F:15])([F:13])[F:14])[CH2:7]1)([CH3:26])([CH3:25])[CH3:24], predict the reactants needed to synthesize it. The reactants are: [F:1][C:2]([F:18])([F:17])[C:3]([NH:5][C@@H:6]1[CH2:10][CH2:9][N:8]([C:11](=[O:16])[C:12]([F:15])([F:14])[F:13])[CH2:7]1)=[O:4].C(O)(=O)C.[C:23]([O:27][C:28](=[O:31])[CH2:29]Br)([CH3:26])([CH3:25])[CH3:24]. (2) Given the product [CH3:1][O:2][C:3]1[CH:8]=[CH:7][C:6]([C:9]2([C:10]#[N:11])[CH2:17][CH2:16][CH2:15][CH2:14][CH2:13]2)=[CH:5][CH:4]=1, predict the reactants needed to synthesize it. The reactants are: [CH3:1][O:2][C:3]1[CH:8]=[CH:7][C:6]([CH2:9][C:10]#[N:11])=[CH:5][CH:4]=1.Br[CH2:13][CH2:14][CH2:15][CH2:16][CH2:17]Br.[H-].[Na+].C1C=CC=CC=1. (3) The reactants are: [Si:1]([O:8][CH2:9][C:10]1[CH:11]=[C:12]([OH:25])[C:13]([C:16]2[CH:21]=[C:20]([O:22][CH3:23])[CH:19]=[CH:18][C:17]=2[F:24])=[N:14][CH:15]=1)([C:4]([CH3:7])([CH3:6])[CH3:5])([CH3:3])[CH3:2].N1C=CC=CC=1.[F:32][C:33]([F:46])([F:45])[S:34](O[S:34]([C:33]([F:46])([F:45])[F:32])(=[O:36])=[O:35])(=[O:36])=[O:35]. Given the product [F:32][C:33]([F:46])([F:45])[S:34]([O:25][C:12]1[C:13]([C:16]2[CH:21]=[C:20]([O:22][CH3:23])[CH:19]=[CH:18][C:17]=2[F:24])=[N:14][CH:15]=[C:10]([CH2:9][O:8][Si:1]([C:4]([CH3:7])([CH3:6])[CH3:5])([CH3:3])[CH3:2])[CH:11]=1)(=[O:36])=[O:35], predict the reactants needed to synthesize it. (4) Given the product [OH2:3].[OH2:40].[ClH:7].[ClH:7].[S:8]1[C:12]2[CH:13]=[CH:14][CH:15]=[CH:16][C:11]=2[C:10]([N:17]2[CH2:18][CH2:19][N:20]([CH2:23][C@@H:24]3[CH2:29][CH2:28][CH2:27][CH2:26][C@H:25]3[CH2:30][N:31]3[C:32](=[O:42])[C@H:33]4[C@H:38]([C@H:37]5[CH2:41][C@@H:34]4[CH2:35][CH2:36]5)[C:39]3=[O:40])[CH2:21][CH2:22]2)=[N:9]1, predict the reactants needed to synthesize it. The reactants are: C([O:3]C(=O)C)C.[ClH:7].[S:8]1[C:12]2[CH:13]=[CH:14][CH:15]=[CH:16][C:11]=2[C:10]([N:17]2[CH2:22][CH2:21][N:20]([CH2:23][C@@H:24]3[CH2:29][CH2:28][CH2:27][CH2:26][C@H:25]3[CH2:30][N:31]3[C:39](=[O:40])[CH:38]4[CH:33]([CH:34]5[CH2:41][CH:37]4[CH2:36][CH2:35]5)[C:32]3=[O:42])[CH2:19][CH2:18]2)=[N:9]1. (5) Given the product [C:12]([O:16][C:17]([N:19]1[CH2:24][CH2:23][CH:22]([NH:25][C:2]2[C:11]3[C:6](=[CH:7][CH:8]=[CH:9][CH:10]=3)[N:5]=[CH:4][CH:3]=2)[CH2:21][CH2:20]1)=[O:18])([CH3:15])([CH3:13])[CH3:14], predict the reactants needed to synthesize it. The reactants are: Br[C:2]1[C:11]2[C:6](=[CH:7][CH:8]=[CH:9][CH:10]=2)[N:5]=[CH:4][CH:3]=1.[C:12]([O:16][C:17]([N:19]1[CH2:24][CH2:23][CH:22]([NH2:25])[CH2:21][CH2:20]1)=[O:18])([CH3:15])([CH3:14])[CH3:13].O(C(C)(C)C)[K].C1(P(C2CCCCC2)C2C=CC=CC=2C2C(C(C)C)=CC(C(C)C)=CC=2C(C)C)CCCCC1. (6) Given the product [CH2:13]([O:19][C:20]1[CH:38]=[CH:37][C:23]([C:24]([NH:26][C:27]2[CH:28]=[CH:29][C:30]([C:33]([NH:35][N:36]=[C:5]3[C:4]4[C:8](=[CH:9][CH:10]=[C:2]([I:1])[CH:3]=4)[NH:7][C:6]3=[O:11])=[O:34])=[CH:31][CH:32]=2)=[O:25])=[CH:22][CH:21]=1)[CH2:14][CH2:15][CH2:16][CH2:17][CH3:18], predict the reactants needed to synthesize it. The reactants are: [I:1][C:2]1[CH:3]=[C:4]2[C:8](=[CH:9][CH:10]=1)[NH:7][C:6](=[O:11])[C:5]2=O.[CH2:13]([O:19][C:20]1[CH:38]=[CH:37][C:23]([C:24]([NH:26][C:27]2[CH:32]=[CH:31][C:30]([C:33]([NH:35][NH2:36])=[O:34])=[CH:29][CH:28]=2)=[O:25])=[CH:22][CH:21]=1)[CH2:14][CH2:15][CH2:16][CH2:17][CH3:18].